Task: Predict which catalyst facilitates the given reaction.. Dataset: Catalyst prediction with 721,799 reactions and 888 catalyst types from USPTO (1) Reactant: [NH2:1][CH2:2][CH2:3][CH2:4][N:5]1[C:13]([CH2:14][C:15]2[C:23]([I:24])=[CH:22][C:18]3[O:19][CH2:20][O:21][C:17]=3[CH:16]=2)=[N:12][C:11]2[C:6]1=[N:7][C:8]([F:26])=[N:9][C:10]=2[NH2:25].[C:27]([S:31](Cl)=[O:32])([CH3:30])([CH3:29])[CH3:28].C(N(CC)CC)C. Product: [NH2:25][C:10]1[N:9]=[C:8]([F:26])[N:7]=[C:6]2[C:11]=1[N:12]=[C:13]([CH2:14][C:15]1[C:23]([I:24])=[CH:22][C:18]3[O:19][CH2:20][O:21][C:17]=3[CH:16]=1)[N:5]2[CH2:4][CH2:3][CH2:2][NH:1][S:31]([C:27]([CH3:30])([CH3:29])[CH3:28])=[O:32]. The catalyst class is: 2. (2) Reactant: Cl[CH:2]([CH3:30])[CH2:3][O:4][C:5]1[CH:10]=[CH:9][C:8]([N:11]2[C:15]3[CH:16]=[CH:17][C:18]([C:20]([NH:22][CH2:23][C:24]4[CH:25]=[N:26][CH:27]=[CH:28][CH:29]=4)=[O:21])=[CH:19][C:14]=3[N:13]=[CH:12]2)=[CH:7][CH:6]=1.[F:31][C:32]([F:42])([F:41])[O:33][C:34]1[CH:35]=[C:36]([OH:40])[CH:37]=[CH:38][CH:39]=1.C(=O)([O-])[O-].[K+].[K+].CN(C=O)C. Product: [N:26]1[CH:27]=[CH:28][CH:29]=[C:24]([CH2:23][NH:22][C:20]([C:18]2[CH:17]=[CH:16][C:15]3[N:11]([C:8]4[CH:9]=[CH:10][C:5]([O:4][CH2:3][CH2:2][CH2:30][O:40][C:36]5[CH:37]=[CH:38][CH:39]=[C:34]([O:33][C:32]([F:31])([F:41])[F:42])[CH:35]=5)=[CH:6][CH:7]=4)[CH:12]=[N:13][C:14]=3[CH:19]=2)=[O:21])[CH:25]=1. The catalyst class is: 47. (3) Reactant: C([BH3-])#N.[Na+].[Br:5][C:6]1[CH:14]=[CH:13][CH:12]=[C:11]2[C:7]=1[CH:8]=[C:9]([CH3:15])[NH:10]2.N. Product: [Br:5][C:6]1[CH:14]=[CH:13][CH:12]=[C:11]2[C:7]=1[CH2:8][CH:9]([CH3:15])[NH:10]2. The catalyst class is: 15. (4) Reactant: [Cl:1][C:2]1[CH:7]=[C:6]([I:8])[CH:5]=[CH:4][C:3]=1[NH:9][C:10](=O)[CH3:11].C(Cl)Cl.[N-:16]=[N+:17]=[N-:18].[Na+].FC(F)(F)S(OS(C(F)(F)F)(=O)=O)(=O)=O. Product: [Cl:1][C:2]1[CH:7]=[C:6]([I:8])[CH:5]=[CH:4][C:3]=1[N:9]1[C:10]([CH3:11])=[N:18][N:17]=[N:16]1. The catalyst class is: 10. (5) Reactant: [C:1]1([S:7]([CH2:10][CH2:11][N:12]2[C:20]3[CH:19]=[CH:18][CH:17]=[CH:16][C:15]=3[C:14]3[CH2:21][CH2:22][N:23](C(OC(C)(C)C)=O)[CH2:24][CH2:25][C:13]2=3)(=[O:9])=[O:8])[CH:6]=[CH:5][CH:4]=[CH:3][CH:2]=1.FC(F)(F)C(O)=O. Product: [C:1]1([S:7]([CH2:10][CH2:11][N:12]2[C:20]3[CH:19]=[CH:18][CH:17]=[CH:16][C:15]=3[C:14]3[CH2:21][CH2:22][NH:23][CH2:24][CH2:25][C:13]2=3)(=[O:9])=[O:8])[CH:2]=[CH:3][CH:4]=[CH:5][CH:6]=1. The catalyst class is: 2. (6) Reactant: C(OCC)C.[H-].[Al+3].[Li+].[H-].[H-].[H-].[CH3:12][CH:13]([CH2:17][C:18]1[CH:23]=[CH:22][N:21]=[CH:20][CH:19]=1)[C:14]([NH2:16])=O.[OH-].[Na+]. Product: [CH3:12][CH:13]([CH2:17][C:18]1[CH:23]=[CH:22][N:21]=[CH:20][CH:19]=1)[CH2:14][NH2:16]. The catalyst class is: 124.